Dataset: Reaction yield outcomes from USPTO patents with 853,638 reactions. Task: Predict the reaction yield, written as a fraction of the theoretical maximum amount of product (1.0 means a 100% yield; for example, 0.34 means a 34% yield). The reactants are [CH:1]1([CH:4]2[CH2:9][N:8]3[N:10]=[C:11]([I:18])[C:12]([C:13]([O:15]CC)=[O:14])=[C:7]3[CH2:6][N:5]2[C:19]([O:21][C:22]([CH3:25])([CH3:24])[CH3:23])=[O:20])[CH2:3][CH2:2]1.[OH-].[Na+]. The catalyst is C(O)C.O.C(Cl)Cl. The product is [C:22]([O:21][C:19]([N:5]1[CH:4]([CH:1]2[CH2:2][CH2:3]2)[CH2:9][N:8]2[N:10]=[C:11]([I:18])[C:12]([C:13]([OH:15])=[O:14])=[C:7]2[CH2:6]1)=[O:20])([CH3:25])([CH3:23])[CH3:24]. The yield is 0.940.